From a dataset of Full USPTO retrosynthesis dataset with 1.9M reactions from patents (1976-2016). Predict the reactants needed to synthesize the given product. (1) Given the product [O:22]1[CH2:27][CH2:26][N:25]([CH2:28][CH2:29][NH:30][C:2]2[N:3]=[C:4]([NH:13][C@@H:14]([C:16]3[CH:21]=[CH:20][CH:19]=[CH:18][CH:17]=3)[CH3:15])[C:5]3[S:10][CH:9]=[C:8]([CH:11]=[CH2:12])[C:6]=3[N:7]=2)[CH2:24][CH2:23]1, predict the reactants needed to synthesize it. The reactants are: Cl[C:2]1[N:3]=[C:4]([NH:13][C@@H:14]([C:16]2[CH:21]=[CH:20][CH:19]=[CH:18][CH:17]=2)[CH3:15])[C:5]2[S:10][CH:9]=[C:8]([CH:11]=[CH2:12])[C:6]=2[N:7]=1.[O:22]1[CH2:27][CH2:26][N:25]([CH2:28][CH2:29][NH2:30])[CH2:24][CH2:23]1. (2) Given the product [CH3:13][C:2]([O:14][CH2:15][C:16]1[CH:21]=[CH:20][CH:19]=[CH:18][CH:17]=1)([CH3:1])[CH2:3][OH:4], predict the reactants needed to synthesize it. The reactants are: [CH3:1][C:2]([O:14][CH2:15][C:16]1[CH:21]=[CH:20][CH:19]=[CH:18][CH:17]=1)([CH3:13])[C:3](OCC1C=CC=CC=1)=[O:4].